Dataset: Retrosynthesis with 50K atom-mapped reactions and 10 reaction types from USPTO. Task: Predict the reactants needed to synthesize the given product. (1) Given the product Nc1ncnc2c1c(-c1cc(OCC3CCCO3)ccc1F)cn2[C@H]1C[C@@H](CN2C[C@@H]3CC2C[S@@]3=O)C1, predict the reactants needed to synthesize it. The reactants are: CC1(C)OB(c2cc(OCC3CCCO3)ccc2F)OC1(C)C.Nc1ncnc2c1c(I)cn2[C@H]1C[C@@H](CN2C[C@@H]3C[C@H]2CS3=O)C1. (2) Given the product CCOC(=O)C=Cc1ccc(C(F)(F)F)c(Cl)c1, predict the reactants needed to synthesize it. The reactants are: C=CC(=O)OCC.FC(F)(F)c1ccc(Br)cc1Cl. (3) Given the product CC(C)(C)c1c(OCCOCc2ccccc2)ccc(C(=O)O)c1C(F)(F)F, predict the reactants needed to synthesize it. The reactants are: CC(C)(C)c1c(F)ccc(C(=O)O)c1C(F)(F)F.OCCOCc1ccccc1. (4) Given the product c1ccc(-c2cccnc2C2CCNCC2)cc1, predict the reactants needed to synthesize it. The reactants are: CC(C)(C)OC(=O)N1CCC(c2ncccc2-c2ccccc2)CC1. (5) The reactants are: CC(C)(C)OC(=O)NN.Cc1cnc(C(=O)O)s1. Given the product Cc1cnc(C(=O)NNC(=O)OC(C)(C)C)s1, predict the reactants needed to synthesize it. (6) Given the product COC(=O)C[C@@H]1COc2cc(OCc3cccc(-c4c(C)cc(OC5CCCC5)cc4C)c3)ccc21, predict the reactants needed to synthesize it. The reactants are: COC(=O)C[C@@H]1COc2cc(OCc3cccc(-c4c(C)cc(O)cc4C)c3)ccc21.CS(=O)(=O)OC1CCCC1. (7) The reactants are: CCCCCCCCBr.CCCCCCCCOc1ccc(-c2ccc3c(O)c(F)c(F)cc3c2F)cc1. Given the product CCCCCCCCOc1ccc(-c2ccc3c(OCCCCCCCC)c(F)c(F)cc3c2F)cc1, predict the reactants needed to synthesize it. (8) Given the product CC(=O)C=NNCc1ccccc1, predict the reactants needed to synthesize it. The reactants are: CC(=O)C=O.NNCc1ccccc1.